This data is from Catalyst prediction with 721,799 reactions and 888 catalyst types from USPTO. The task is: Predict which catalyst facilitates the given reaction. (1) Reactant: O.[N+:2]([C:5]1[CH:10]=[CH:9][CH:8]=[CH:7][C:6]=1[CH2:11][O:12][CH3:13])([O-])=O. Product: [CH3:13][O:12][CH2:11][C:6]1[CH:7]=[CH:8][CH:9]=[CH:10][C:5]=1[NH2:2]. The catalyst class is: 19. (2) The catalyst class is: 31. Product: [F:1][C:2]1[CH:7]=[CH:6][C:5]([CH:8]2[CH2:12][CH2:11][N:10]([C:13]([C:15]3[N:16]=[C:17]4[C:22]([C:23]([F:25])([F:26])[F:24])=[CH:21][C:20]([C:27]5[CH:31]=[CH:30][O:29][CH:28]=5)=[CH:19][N:18]4[C:32]=3[CH2:33][C:34]3[O:36][N:56]=[C:51]([CH3:52])[N:50]=3)=[O:14])[CH2:9]2)=[CH:4][CH:3]=1. Reactant: [F:1][C:2]1[CH:7]=[CH:6][C:5]([CH:8]2[CH2:12][CH2:11][N:10]([C:13]([C:15]3[N:16]=[C:17]4[C:22]([C:23]([F:26])([F:25])[F:24])=[CH:21][C:20]([C:27]5[CH:31]=[CH:30][O:29][CH:28]=5)=[CH:19][N:18]4[C:32]=3[CH2:33][C:34]([OH:36])=O)=[O:14])[CH2:9]2)=[CH:4][CH:3]=1.ONC(=O)C.CN(C(O[N:50]1N=N[C:52]2C=CC=[N:56][C:51]1=2)=[N+](C)C)C.F[P-](F)(F)(F)(F)F.C(N(C(C)C)CC)(C)C.